Dataset: Catalyst prediction with 721,799 reactions and 888 catalyst types from USPTO. Task: Predict which catalyst facilitates the given reaction. (1) Reactant: [C:1]([O:4][CH2:5][C:6]1[CH:7]=[C:8]2[C:13](=[CH:14][CH:15]=1)[N:12]=[CH:11][CH:10]=[C:9]2Cl)(=[O:3])[CH3:2].[S-2:17].[Na+].[Na+].Br[C:21]1([C:25]([O:27][CH2:28][CH3:29])=[O:26])[CH2:24][CH2:23][CH2:22]1. Product: [C:1]([O:4][CH2:5][C:6]1[CH:7]=[C:8]2[C:13](=[CH:14][CH:15]=1)[N:12]=[CH:11][CH:10]=[C:9]2[S:17][C:21]1([C:25]([O:27][CH2:28][CH3:29])=[O:26])[CH2:24][CH2:23][CH2:22]1)(=[O:3])[CH3:2]. The catalyst class is: 9. (2) Reactant: C1CCN2C(=NCCC2)CC1.[Cl:12][C:13]1[CH:18]=[CH:17][C:16]([CH2:19][C:20]#[N:21])=[CH:15][CH:14]=1.[CH2:22]([O:24][C:25](=[O:31])[C:26](OCC)=[O:27])[CH3:23].Cl. Product: [Cl:12][C:13]1[CH:18]=[CH:17][C:16]([CH:19]([C:20]#[N:21])[C:26](=[O:27])[C:25]([O:24][CH2:22][CH3:23])=[O:31])=[CH:15][CH:14]=1. The catalyst class is: 115.